This data is from Forward reaction prediction with 1.9M reactions from USPTO patents (1976-2016). The task is: Predict the product of the given reaction. Given the reactants [F:1][C:2]1([F:30])[CH2:10][C@@H:9]2[C@@H:5]([C@@H:6]([CH3:12])[O:7][C:8]2=[O:11])[C@@H:4](/[CH:13]=[CH:14]/[C:15]2[N:20]=[CH:19][C:18]([C:21]3[CH:28]=[CH:27][CH:26]=[CH:25][C:22]=3[C:23]#[N:24])=[CH:17][CH:16]=2)[C@@H:3]1[CH3:29].C[Si]([N-:35][Si](C)(C)C)(C)C.[Li+].C(C([O:45][CH3:46])=O)#N, predict the reaction product. The product is: [C:23]([C:22]1[CH:25]=[CH:26][CH:27]=[CH:28][C:21]=1[C:18]1[CH:17]=[CH:16][C:15](/[CH:14]=[CH:13]/[C@@H:4]2[C@H:5]3[C@:9]([C:46]([NH2:35])=[O:45])([C:8](=[O:11])[O:7][C@@H:6]3[CH3:12])[CH2:10][C:2]([F:1])([F:30])[C@H:3]2[CH3:29])=[N:20][CH:19]=1)#[N:24].